From a dataset of Peptide-MHC class I binding affinity with 185,985 pairs from IEDB/IMGT. Regression. Given a peptide amino acid sequence and an MHC pseudo amino acid sequence, predict their binding affinity value. This is MHC class I binding data. (1) The peptide sequence is FFGPIGKLIA. The MHC is HLA-A02:03 with pseudo-sequence HLA-A02:03. The binding affinity (normalized) is 0.119. (2) The peptide sequence is YFENSDLNL. The MHC is HLA-A26:02 with pseudo-sequence HLA-A26:02. The binding affinity (normalized) is 0.0847.